Predict the reaction yield, written as a fraction of the theoretical maximum amount of product (1.0 means a 100% yield; for example, 0.34 means a 34% yield). From a dataset of Reaction yield outcomes from USPTO patents with 853,638 reactions. (1) The reactants are [C:1]([O:5][C:6](=[O:19])[N:7]([C@H:9]1[CH2:14][CH2:13][C@H:12](/[CH:15]=[CH:16]/[CH2:17]O)[CH2:11][CH2:10]1)[CH3:8])([CH3:4])([CH3:3])[CH3:2].CS([Cl:24])(=O)=O.N1C=CC=CC=1.O. The catalyst is C(Cl)Cl.CN(C1C=CN=CC=1)C. The product is [C:1]([O:5][C:6](=[O:19])[N:7]([C@H:9]1[CH2:14][CH2:13][C@H:12](/[CH:15]=[CH:16]/[CH2:17][Cl:24])[CH2:11][CH2:10]1)[CH3:8])([CH3:4])([CH3:3])[CH3:2]. The yield is 0.750. (2) The reactants are Br[C:2]1[CH:3]=[N:4][N:5]([CH3:20])[C:6]=1[CH:7]1[CH2:12][CH2:11][CH2:10][N:9]([C:13]([O:15][C:16]([CH3:19])([CH3:18])[CH3:17])=[O:14])[CH2:8]1.[CH3:21][C:22]1[N:26]=[C:25]([C:27]2[N:28]=[C:29]3[N:39]([CH:40]=2)[CH2:38][CH2:37][O:36][C:35]2[C:30]3=[CH:31][CH:32]=[C:33](B(O)O)[CH:34]=2)[N:24]([CH:44]([CH3:46])[CH3:45])[N:23]=1.C([O-])([O-])=O.[K+].[K+]. The catalyst is O1CCOCC1.C1C=CC(P(C2C=CC=CC=2)[C-]2C=CC=C2)=CC=1.C1C=CC(P(C2C=CC=CC=2)[C-]2C=CC=C2)=CC=1.Cl[Pd]Cl.[Fe+2]. The product is [C:16]([O:15]1[CH2:10][CH2:11][CH2:12][CH:7]([C:6]2[N:5]([CH3:20])[N:4]=[CH:3][C:2]=2[C:33]2[CH:34]=[C:35]3[C:30](=[CH:31][CH:32]=2)[C:29]2[N:39]([CH:40]=[C:27]([C:25]4[N:24]([CH:44]([CH3:45])[CH3:46])[N:23]=[C:22]([CH3:21])[N:26]=4)[N:28]=2)[CH2:38][CH2:37][O:36]3)[CH2:8][NH:9][C:13]1=[O:14])([CH3:19])([CH3:18])[CH3:17]. The yield is 0.500.